This data is from Catalyst prediction with 721,799 reactions and 888 catalyst types from USPTO. The task is: Predict which catalyst facilitates the given reaction. (1) Reactant: [Cl:1][C:2]1[CH:15]=[CH:14][C:13]([N+:16]([O-])=O)=[CH:12][C:3]=1[C:4]([C:6]1[CH:11]=[CH:10][CH:9]=[CH:8][CH:7]=1)=[O:5].[Sn](Cl)Cl.C(O)C.C([O-])(O)=O.[Na+]. Product: [NH2:16][C:13]1[CH:14]=[CH:15][C:2]([Cl:1])=[C:3]([CH:12]=1)[C:4]([C:6]1[CH:11]=[CH:10][CH:9]=[CH:8][CH:7]=1)=[O:5]. The catalyst class is: 25. (2) The catalyst class is: 3. Product: [Br:1][C:2]1[C:3]([CH:17]2[CH2:19][CH2:18]2)=[N:4][C:5]([N:10]2[CH2:15][CH2:14][N:13]([C:22](=[O:31])[CH2:20][CH2:23][OH:29])[C@H:12]([CH3:16])[CH2:11]2)=[C:6]([CH:9]=1)[C:7]#[N:8]. Reactant: [Br:1][C:2]1[C:3]([CH:17]2[CH2:19][CH2:18]2)=[N:4][C:5]([N:10]2[CH2:15][CH2:14][NH:13][C@H:12]([CH3:16])[CH2:11]2)=[C:6]([CH:9]=1)[C:7]#[N:8].[CH:20]1([C:23](=[O:29])C=CN(C)C)[CH2:22]C1.C(C([O-])C)(O)=[O:31].CCN(C(C)C)C(C)C.